From a dataset of Forward reaction prediction with 1.9M reactions from USPTO patents (1976-2016). Predict the product of the given reaction. Given the reactants [CH2:1]([NH:3][C:4]([NH:6][C:7]1[CH:12]=[CH:11][C:10](B2OC(C)(C)C(C)(C)O2)=[CH:9][N:8]=1)=[O:5])[CH3:2].Br[C:23]1[S:24][C:25]([C:28]([O:30][CH3:31])=[O:29])=[CH:26][N:27]=1.C(=O)([O-])[O-].[Cs+].[Cs+], predict the reaction product. The product is: [CH2:1]([NH:3][C:4]([NH:6][C:7]1[N:8]=[CH:9][C:10]([C:23]2[S:24][C:25]([C:28]([O:30][CH3:31])=[O:29])=[CH:26][N:27]=2)=[CH:11][CH:12]=1)=[O:5])[CH3:2].